From a dataset of Forward reaction prediction with 1.9M reactions from USPTO patents (1976-2016). Predict the product of the given reaction. Given the reactants ClC1N2N=C(C)C=C2N=C(NC(=O)[C:14]2C=[CH:18][C:17]([C:20](O)(C)C)=[N:16][CH:15]=2)C=1.N1CC[CH:28](NC(=O)C)[CH2:27][CH2:26]1, predict the reaction product. The product is: [CH:27]([N:16]([CH2:15][CH3:14])[CH:17]([CH3:18])[CH3:20])([CH3:28])[CH3:26].